Dataset: Full USPTO retrosynthesis dataset with 1.9M reactions from patents (1976-2016). Task: Predict the reactants needed to synthesize the given product. (1) Given the product [Cl:16][C:8]1[CH:9]=[CH:10][N:5]=[C:6]([C:11]([O:13][C:25]([CH3:28])([CH3:27])[CH3:26])=[O:12])[CH:7]=1, predict the reactants needed to synthesize it. The reactants are: S(Cl)(Cl)=O.[N:5]1[CH:10]=[CH:9][CH:8]=[CH:7][C:6]=1[C:11]([OH:13])=[O:12].[Br-].[Na+].[Cl:16]C1C=CN=C(CCl)C=1.[C:25](O)([CH3:28])([CH3:27])[CH3:26]. (2) Given the product [CH:1]1([N:7]2[C:11]([CH:12]3[CH2:13][CH2:14][O:15][CH2:16][CH2:17]3)=[C:10]([C:18]3[O:19][N:26]=[C:25]([C:27]4[CH:32]=[CH:31][C:30]([CH2:33][OH:34])=[CH:29][CH:28]=4)[N:24]=3)[CH:9]=[N:8]2)[CH2:6][CH2:5][CH2:4][CH2:3][CH2:2]1, predict the reactants needed to synthesize it. The reactants are: [CH:1]1([N:7]2[C:11]([CH:12]3[CH2:17][CH2:16][O:15][CH2:14][CH2:13]3)=[C:10]([C:18](OCC)=[O:19])[CH:9]=[N:8]2)[CH2:6][CH2:5][CH2:4][CH2:3][CH2:2]1.O[N:24]=[C:25]([C:27]1[CH:32]=[CH:31][C:30]([CH2:33][OH:34])=[CH:29][CH:28]=1)[NH2:26]. (3) Given the product [OH:3][CH:4]([C:25]1[CH:26]=[CH:27][N:28]=[CH:29][CH:30]=1)[CH:5]([NH:6][C:7](=[O:8])[O:9][C:10]([CH3:12])([CH3:13])[CH3:11])[CH2:14][C:15]1[CH:20]=[CH:19][C:18]([C:21]([F:24])([F:23])[F:22])=[CH:17][CH:16]=1, predict the reactants needed to synthesize it. The reactants are: O=C1[N:6]([C:7]([O:9][C:10]([CH3:13])([CH3:12])[CH3:11])=[O:8])[CH:5]([CH2:14][C:15]2[CH:20]=[CH:19][C:18]([C:21]([F:24])([F:23])[F:22])=[CH:17][CH:16]=2)[CH:4]([C:25]2[CH:30]=[CH:29][N:28]=[CH:27][CH:26]=2)[O:3]1.[OH-].[Na+].O. (4) Given the product [OH:24][C:18]1[C:13]([C:14]([O:16][CH3:17])=[O:15])=[N:12][N:11]([C:8]2[CH:9]=[CH:10][C:5]([S:2]([CH3:1])(=[O:4])=[O:3])=[CH:6][CH:7]=2)[C:20](=[O:21])[CH:19]=1, predict the reactants needed to synthesize it. The reactants are: [CH3:1][S:2]([C:5]1[CH:10]=[CH:9][C:8]([NH:11]/[N:12]=[C:13](\[C:18](=[O:24])[CH2:19][C:20](OC)=[O:21])/[C:14]([O:16][CH3:17])=[O:15])=[CH:7][CH:6]=1)(=[O:4])=[O:3].O. (5) Given the product [CH3:11][NH:12][CH:9]1[C:2]2=[N:1][CH:6]=[CH:5][CH:4]=[C:3]2[CH2:7][CH2:8]1, predict the reactants needed to synthesize it. The reactants are: [N:1]1[CH:6]=[CH:5][CH:4]=[C:3]2[CH2:7][CH2:8][C:9](=O)[C:2]=12.[CH3:11][NH2:12]. (6) Given the product [CH3:1][O:2][C:3]1[CH:8]=[CH:7][C:6]([O:9][CH3:10])=[CH:5][C:4]=1[S:11][C:12]1[N:13]([CH2:23][CH2:24][C:25]2[CH:30]=[CH:29][CH:28]=[C:27]([O:31][C:32]([F:33])([F:34])[F:35])[CH:26]=2)[C:14]2[C:19]([N:20]=1)=[C:18]([NH2:21])[N:17]=[CH:16][N:15]=2, predict the reactants needed to synthesize it. The reactants are: [CH3:1][O:2][C:3]1[CH:8]=[CH:7][C:6]([O:9][CH3:10])=[CH:5][C:4]=1[S:11][C:12]1[NH:13][C:14]2[C:19]([N:20]=1)=[C:18]([NH2:21])[N:17]=[CH:16][N:15]=2.Br[CH2:23][CH2:24][C:25]1[CH:30]=[CH:29][CH:28]=[C:27]([O:31][C:32]([F:35])([F:34])[F:33])[CH:26]=1. (7) Given the product [CH:9]1([C:12](=[O:13])[CH2:2][CH2:3][C:4]([O:6][CH2:7][CH3:8])=[O:5])[CH2:11][CH2:10]1, predict the reactants needed to synthesize it. The reactants are: I[CH2:2][CH2:3][C:4]([O:6][CH2:7][CH3:8])=[O:5].[CH:9]1([C:12](Cl)=[O:13])[CH2:11][CH2:10]1. (8) Given the product [C:44]([C:35]1[C:34]([O:46][CH2:47][CH3:48])=[C:33]([CH2:49][N:17]2[CH2:16][C:15]3([CH2:26][C:12]([N:9]4[CH2:8][CH2:7][C:6]([CH3:27])([C:4]([O:3][CH2:1][CH3:2])=[O:5])[CH2:11][CH2:10]4)=[N:13][O:14]3)[CH2:18]2)[CH:32]=[C:31]([CH:28]2[CH2:30][CH2:29]2)[C:36]=1[C:37]1[CH:38]=[CH:39][C:40]([F:43])=[CH:41][CH:42]=1)#[N:45], predict the reactants needed to synthesize it. The reactants are: [CH2:1]([O:3][C:4]([C:6]1([CH3:27])[CH2:11][CH2:10][N:9]([C:12]2[CH2:26][C:15]3([CH2:18][N:17](C(OC(C)(C)C)=O)[CH2:16]3)[O:14][N:13]=2)[CH2:8][CH2:7]1)=[O:5])[CH3:2].[CH:28]1([C:31]2[CH:32]=[C:33]([CH:49]=O)[C:34]([O:46][CH2:47][CH3:48])=[C:35]([C:44]#[N:45])[C:36]=2[C:37]2[CH:42]=[CH:41][C:40]([F:43])=[CH:39][CH:38]=2)[CH2:30][CH2:29]1. (9) Given the product [O:1]([C:2]1[CH:3]=[C:4]2[C:9](=[CH:10][CH:11]=1)[CH:8]=[C:7]([B:12]1[O:20][C:17]([CH3:19])([CH3:18])[C:14]([CH3:15])([CH3:16])[O:13]1)[CH:6]=[CH:5]2)[C:27]1[CH:26]=[CH:10][CH:11]=[CH:2][CH:3]=1, predict the reactants needed to synthesize it. The reactants are: [OH:1][C:2]1[CH:3]=[C:4]2[C:9](=[CH:10][CH:11]=1)[CH:8]=[C:7]([B:12]1[O:20][C:17]([CH3:19])([CH3:18])[C:14]([CH3:16])([CH3:15])[O:13]1)[CH:6]=[CH:5]2.CCN([CH2:26][CH3:27])CC.